From a dataset of Full USPTO retrosynthesis dataset with 1.9M reactions from patents (1976-2016). Predict the reactants needed to synthesize the given product. (1) Given the product [F:43][C:32]1[CH:33]=[N:34][C:35]2[C:40]([C:31]=1[O:69][C:66]1[CH:65]=[CH:64][C:63]([NH:62][C:55]3[C:56]4[C:61](=[CH:60][CH:59]=[CH:58][CH:57]=4)[C:52]([C:49]4[CH:50]=[CH:51][C:46]([C:45]([F:71])([F:70])[F:44])=[CH:47][CH:48]=4)=[N:53][N:54]=3)=[CH:68][CH:67]=1)=[CH:39][CH:38]=[C:37]([O:41][CH3:42])[CH:36]=2, predict the reactants needed to synthesize it. The reactants are: C(P(C(C)(C)C)C1C=CC2C(=CC=CC=2)C=1C1C2C(=CC=CC=2)C=CC=1)(C)(C)C.Cl[C:31]1[C:40]2[C:35](=[CH:36][C:37]([O:41][CH3:42])=[CH:38][CH:39]=2)[N:34]=[CH:33][C:32]=1[F:43].[F:44][C:45]([F:71])([F:70])[C:46]1[CH:51]=[CH:50][C:49]([C:52]2[C:61]3[C:56](=[CH:57][CH:58]=[CH:59][CH:60]=3)[C:55]([NH:62][C:63]3[CH:68]=[CH:67][C:66]([OH:69])=[CH:65][CH:64]=3)=[N:54][N:53]=2)=[CH:48][CH:47]=1.C(=O)([O-])[O-].[Cs+].[Cs+].C1(C)C=CC=CC=1. (2) Given the product [F:1][C:2]1[C:3]([C:31]2[CH:30]=[CH:29][C:28]([N:23]([CH3:22])[S:24]([CH3:27])(=[O:25])=[O:26])=[CH:33][CH:32]=2)=[C:4]2[C:14]3[C:9](=[CH:10][N:11]=[C:12]([C:15]4[CH:16]=[N:17][CH:18]=[CH:19][CH:20]=4)[CH:13]=3)[NH:8][C:5]2=[N:6][CH:7]=1, predict the reactants needed to synthesize it. The reactants are: [F:1][C:2]1[C:3](I)=[C:4]2[C:14]3[C:9](=[CH:10][N:11]=[C:12]([C:15]4[CH:16]=[N:17][CH:18]=[CH:19][CH:20]=4)[CH:13]=3)[NH:8][C:5]2=[N:6][CH:7]=1.[CH3:22][N:23]([C:28]1[CH:33]=[CH:32][C:31](B2OC(C)(C)C(C)(C)O2)=[CH:30][CH:29]=1)[S:24]([CH3:27])(=[O:26])=[O:25].C(=O)([O-])[O-].[Cs+].[Cs+].O. (3) Given the product [CH3:16][CH:15]([CH3:17])[CH:14]([C:2]1[CH:7]=[CH:6][C:5]([O:8][C:9]([F:12])([F:11])[F:10])=[CH:4][CH:3]=1)[OH:18], predict the reactants needed to synthesize it. The reactants are: Br[C:2]1[CH:7]=[CH:6][C:5]([O:8][C:9]([F:12])([F:11])[F:10])=[CH:4][CH:3]=1.[Mg].[CH:14](=[O:18])[CH:15]([CH3:17])[CH3:16].